From a dataset of Reaction yield outcomes from USPTO patents with 853,638 reactions. Predict the reaction yield, written as a fraction of the theoretical maximum amount of product (1.0 means a 100% yield; for example, 0.34 means a 34% yield). The reactants are [CH:1]12[CH2:6][CH:5]1[CH2:4][N:3]([C:7]1[N:12]=[C:11]([NH:13][CH2:14][C:15]3[CH:20]=[CH:19][C:18]([O:21][CH3:22])=[C:17]([Cl:23])[CH:16]=3)[C:10]([C:24](O)=[O:25])=[CH:9][N:8]=1)[CH2:2]2.[NH2:27][CH2:28][CH:29]1[CH2:34][CH2:33][N:32](C(OC(C)(C)C)=O)[CH2:31][CH2:30]1.CN(C(ON1N=NC2C=CC=NC1=2)=[N+](C)C)C.F[P-](F)(F)(F)(F)F.CCN(C(C)C)C(C)C.FC(F)(F)C(O)=O.C(=O)(O)[O-].[Na+]. The catalyst is C1COCC1.C(Cl)Cl. The product is [CH:5]12[CH2:6][CH:1]1[CH2:2][N:3]([C:7]1[N:12]=[C:11]([NH:13][CH2:14][C:15]3[CH:20]=[CH:19][C:18]([O:21][CH3:22])=[C:17]([Cl:23])[CH:16]=3)[C:10]([C:24]([NH:27][CH2:28][CH:29]3[CH2:34][CH2:33][NH:32][CH2:31][CH2:30]3)=[O:25])=[CH:9][N:8]=1)[CH2:4]2. The yield is 0.180.